Predict the product of the given reaction. From a dataset of Forward reaction prediction with 1.9M reactions from USPTO patents (1976-2016). (1) Given the reactants C(OC([N:8]1[CH2:12][CH2:11][CH2:10][CH2:9]1)=O)(C)(C)C.CN([CH:16]=[O:17])C.[H-].[Na+].[Cl:20][C:21]1[CH:26]=[CH:25][CH:24]=[C:23](F)[C:22]=1[Cl:28], predict the reaction product. The product is: [Cl:20][C:21]1[C:22]([Cl:28])=[CH:23][CH:24]=[CH:25][C:26]=1[O:17][C@@H:16]([C@H:11]1[CH2:10][CH2:9][NH:8][CH2:12]1)[CH:21]([CH2:26][CH3:25])[CH2:22][CH3:23]. (2) Given the reactants [Li+].CC([N-]C(C)C)C.[CH2:9]([O:11][C:12]([CH:14]1[CH2:19][CH2:18][N:17]([C:20]([O:22][C:23]([CH3:26])([CH3:25])[CH3:24])=[O:21])[CH2:16][CH2:15]1)=[O:13])[CH3:10].Br[CH2:28][CH2:29][CH2:30][O:31][CH3:32], predict the reaction product. The product is: [CH2:9]([O:11][C:12]([C:14]1([CH2:28][CH2:29][CH2:30][O:31][CH3:32])[CH2:19][CH2:18][N:17]([C:20]([O:22][C:23]([CH3:25])([CH3:24])[CH3:26])=[O:21])[CH2:16][CH2:15]1)=[O:13])[CH3:10]. (3) The product is: [CH:1]1[CH:6]=[C:5]2[C:7]([C:9]3[CH:10]=[CH:11][C:12]([OH:18])=[C:13]([OH:17])[C:14]=3[C:15](=[O:16])[C:4]2=[CH:3][CH:2]=1)=[O:8]. Given the reactants [CH:1]1[CH:2]=[CH:3][C:4]2[C:15](=[O:16])[C:14]3[C:9](=[CH:10][C:11](S([O-])(=O)=O)=[C:12]([OH:18])[C:13]=3[OH:17])[C:7](=[O:8])[C:5]=2[CH:6]=1.[Na+].[Na+].[Cl-].C=O, predict the reaction product. (4) Given the reactants Br[C:2]1[CH:10]=[CH:9][CH:8]=[C:7]2[C:3]=1[C:4]1([C:15]3=[N:16][C:17]([O:20][CH3:21])=[CH:18][CH:19]=[C:14]3[O:13][CH2:12]1)[C:5](=[O:11])[NH:6]2.CO[C:24]1[N:29]=[C:28]2[C:30]3(CO[C:27]2=[CH:26][CH:25]=1)C1C(=CC=CC=1)NC3=O.ClCC1N=C(C(C)C)SC=1.BrCC1C=CC=CN=1, predict the reaction product. The product is: [CH3:21][O:20][C:17]1[N:16]=[C:15]2[C:4]3([CH2:12][O:13][C:14]2=[CH:19][CH:18]=1)[C:3]1[C:7](=[CH:8][CH:9]=[CH:10][CH:2]=1)[N:6]([CH2:30][C:28]1[CH:27]=[CH:26][CH:25]=[CH:24][N:29]=1)[C:5]3=[O:11]. (5) Given the reactants [F:1][C:2]1[C:3]([F:12])=[CH:4][C:5]2[S:9][C:8]([NH2:10])=[N:7][C:6]=2[CH:11]=1.[F:13][C:14]1[CH:22]=[CH:21][C:17]([C:18](Cl)=[O:19])=[CH:16][C:15]=1[C:23]([F:26])([F:25])[F:24].Br[CH:28]([CH2:33][CH3:34])[C:29]([O:31]C)=[O:30].COC1C=CC2N=C(N)SC=2C=1.ClC1C=C(C=CC=1)C(Cl)=O.BrCC(OCC)=O, predict the reaction product. The product is: [F:1][C:2]1[C:3]([F:12])=[CH:4][C:5]2[S:9][C:8](=[N:10][C:18](=[O:19])[C:17]3[CH:21]=[CH:22][C:14]([F:13])=[C:15]([C:23]([F:26])([F:25])[F:24])[CH:16]=3)[N:7]([CH:28]([CH2:33][CH3:34])[C:29]([OH:31])=[O:30])[C:6]=2[CH:11]=1. (6) Given the reactants Cl.[OH:2][C:3]1[CH:13]=[CH:12][C:6]([C:7](=[NH:11])OCC)=[CH:5][C:4]=1[N+:14]([O-:16])=[O:15].C(O)C.[CH2:20](N)[CH2:21][NH2:22], predict the reaction product. The product is: [CH2:20]1[NH:11][C:7](=[C:6]2[CH:5]=[C:4]([N+:14]([O-:16])=[O:15])[C:3](=[O:2])[CH:13]=[CH:12]2)[NH:22][CH2:21]1.